From a dataset of NCI-60 drug combinations with 297,098 pairs across 59 cell lines. Regression. Given two drug SMILES strings and cell line genomic features, predict the synergy score measuring deviation from expected non-interaction effect. (1) Drug 1: CC1=C2C(C(=O)C3(C(CC4C(C3C(C(C2(C)C)(CC1OC(=O)C(C(C5=CC=CC=C5)NC(=O)OC(C)(C)C)O)O)OC(=O)C6=CC=CC=C6)(CO4)OC(=O)C)O)C)O. Drug 2: CC(C)CN1C=NC2=C1C3=CC=CC=C3N=C2N. Cell line: HT29. Synergy scores: CSS=42.2, Synergy_ZIP=-2.28, Synergy_Bliss=-5.11, Synergy_Loewe=-11.6, Synergy_HSA=-4.88. (2) Drug 1: C1=CC(=CC=C1CCC2=CNC3=C2C(=O)NC(=N3)N)C(=O)NC(CCC(=O)O)C(=O)O. Drug 2: CN(C(=O)NC(C=O)C(C(C(CO)O)O)O)N=O. Cell line: SNB-75. Synergy scores: CSS=21.7, Synergy_ZIP=-0.622, Synergy_Bliss=-1.21, Synergy_Loewe=-10.4, Synergy_HSA=0.0391. (3) Drug 1: C1CC(=O)NC(=O)C1N2CC3=C(C2=O)C=CC=C3N. Drug 2: C1=C(C(=O)NC(=O)N1)N(CCCl)CCCl. Cell line: MDA-MB-435. Synergy scores: CSS=0.802, Synergy_ZIP=-1.68, Synergy_Bliss=-2.60, Synergy_Loewe=-3.44, Synergy_HSA=-4.00. (4) Drug 1: CC(C)(C#N)C1=CC(=CC(=C1)CN2C=NC=N2)C(C)(C)C#N. Drug 2: CCC1(C2=C(COC1=O)C(=O)N3CC4=CC5=C(C=CC(=C5CN(C)C)O)N=C4C3=C2)O.Cl. Cell line: OVCAR-5. Synergy scores: CSS=20.1, Synergy_ZIP=-6.38, Synergy_Bliss=-1.13, Synergy_Loewe=-12.8, Synergy_HSA=-1.50. (5) Drug 1: C1CN(CCN1C(=O)CCBr)C(=O)CCBr. Drug 2: CN(C(=O)NC(C=O)C(C(C(CO)O)O)O)N=O. Cell line: M14. Synergy scores: CSS=9.83, Synergy_ZIP=3.36, Synergy_Bliss=10.4, Synergy_Loewe=-10.2, Synergy_HSA=0.354. (6) Drug 1: C1=NC2=C(N=C(N=C2N1C3C(C(C(O3)CO)O)O)F)N. Drug 2: C1=CC=C(C=C1)NC(=O)CCCCCCC(=O)NO. Cell line: ACHN. Synergy scores: CSS=8.16, Synergy_ZIP=-1.64, Synergy_Bliss=4.37, Synergy_Loewe=-0.450, Synergy_HSA=2.36. (7) Drug 1: CC1=C(C=C(C=C1)NC(=O)C2=CC=C(C=C2)CN3CCN(CC3)C)NC4=NC=CC(=N4)C5=CN=CC=C5. Drug 2: C(CC(=O)O)C(=O)CN.Cl. Cell line: A498. Synergy scores: CSS=2.74, Synergy_ZIP=-1.85, Synergy_Bliss=-1.42, Synergy_Loewe=-2.96, Synergy_HSA=-2.23. (8) Drug 1: C1CC(C1)(C(=O)O)C(=O)O.[NH2-].[NH2-].[Pt+2]. Drug 2: CC=C1C(=O)NC(C(=O)OC2CC(=O)NC(C(=O)NC(CSSCCC=C2)C(=O)N1)C(C)C)C(C)C. Cell line: UACC62. Synergy scores: CSS=84.7, Synergy_ZIP=-0.896, Synergy_Bliss=0.610, Synergy_Loewe=-3.21, Synergy_HSA=2.92. (9) Drug 1: C1=C(C(=O)NC(=O)N1)N(CCCl)CCCl. Drug 2: C1=CN(C=N1)CC(O)(P(=O)(O)O)P(=O)(O)O. Cell line: SNB-19. Synergy scores: CSS=-1.40, Synergy_ZIP=-8.93, Synergy_Bliss=-17.1, Synergy_Loewe=-21.8, Synergy_HSA=-18.1. (10) Drug 1: C1=CC(=C2C(=C1NCCNCCO)C(=O)C3=C(C=CC(=C3C2=O)O)O)NCCNCCO. Drug 2: CC12CCC3C(C1CCC2OP(=O)(O)O)CCC4=C3C=CC(=C4)OC(=O)N(CCCl)CCCl.[Na+]. Cell line: PC-3. Synergy scores: CSS=12.8, Synergy_ZIP=-1.73, Synergy_Bliss=2.43, Synergy_Loewe=-16.3, Synergy_HSA=2.46.